From a dataset of Full USPTO retrosynthesis dataset with 1.9M reactions from patents (1976-2016). Predict the reactants needed to synthesize the given product. (1) Given the product [CH3:40][C:41]1[N:46]=[C:45]([N:47]2[CH2:52][CH2:51][C:50](=[CH:23]/[CH:24]=[CH:25]/[C:26]3[CH:27]=[C:28]([CH:29]=[CH:30][CH:31]=3)[C:6]#[N:8])[CH2:49][CH2:48]2)[C:44]([N+:54]([O-:56])=[O:55])=[CH:43][CH:42]=1, predict the reactants needed to synthesize it. The reactants are: C(O[C:6]([N:8]1CCC(=C/C=C/C2C=CC=CC=2)CC1)=O)(C)(C)C.[CH2:23](P(=O)(OCC)OCC)[CH:24]=[CH:25][C:26]1[CH:31]=[CH:30][CH:29]=[CH:28][CH:27]=1.[CH3:40][C:41]1[N:46]=[C:45]([N:47]2[CH2:52][CH2:51][C:50](=O)[CH2:49][CH2:48]2)[C:44]([N+:54]([O-:56])=[O:55])=[CH:43][CH:42]=1. (2) Given the product [N:6]1[C:5]2[CH:7]=[CH:8][CH:9]=[CH:10][C:4]=2[NH:3][C:2]=1[NH:18][C:17]1[CH:19]=[CH:20][C:14]([CH:11]([CH3:13])[CH3:12])=[CH:15][CH:16]=1, predict the reactants needed to synthesize it. The reactants are: Cl[C:2]1[NH:3][C:4]2[CH:10]=[CH:9][CH:8]=[CH:7][C:5]=2[N:6]=1.[CH:11]([C:14]1[CH:20]=[CH:19][C:17]([NH2:18])=[CH:16][CH:15]=1)([CH3:13])[CH3:12]. (3) The reactants are: [CH2:1]([O:3][C:4]([C:6]1[CH:7]=[C:8]2[C:13](=[CH:14][CH:15]=1)[NH:12][CH:11]([C:16]1[CH:17]=[N:18][CH:19]=[C:20](Br)[CH:21]=1)[C:10]([CH3:24])([CH3:23])[CH2:9]2)=[O:5])[CH3:2].[NH:25]1[CH2:30][CH2:29][O:28][CH2:27][CH2:26]1.Cl.CN(C)CC(O)=O.C(=O)([O-])[O-].[K+].[K+]. Given the product [CH2:1]([O:3][C:4]([C:6]1[CH:7]=[C:8]2[C:13](=[CH:14][CH:15]=1)[NH:12][CH:11]([C:16]1[CH:17]=[N:18][CH:19]=[C:20]([N:25]3[CH2:30][CH2:29][O:28][CH2:27][CH2:26]3)[CH:21]=1)[C:10]([CH3:24])([CH3:23])[CH2:9]2)=[O:5])[CH3:2], predict the reactants needed to synthesize it. (4) The reactants are: C(OC(C1N(C2C=CC(OC(C)C)=CC=2)C2C=C(C3C=CC(C(F)(F)F)=CC=3)N=C(C3C=CC(C(F)(F)F)=CC=3)C=2C=1)=O)C.C([O:47][C:48]([C:50]1[N:58]([C:59]2[CH:64]=[CH:63][C:62]([O:65][CH:66]([CH3:68])[CH3:67])=[CH:61][CH:60]=2)[C:57]2[CH:56]=[C:55]([Cl:69])[N:54]=[C:53]([C:70]3[CH:75]=[CH:74][C:73]([C:76]([F:79])([F:78])[F:77])=[CH:72][CH:71]=3)[C:52]=2[CH:51]=1)=[O:49])C. Given the product [Cl:69][C:55]1[N:54]=[C:53]([C:70]2[CH:71]=[CH:72][C:73]([C:76]([F:79])([F:77])[F:78])=[CH:74][CH:75]=2)[C:52]2[CH:51]=[C:50]([C:48]([OH:49])=[O:47])[N:58]([C:59]3[CH:64]=[CH:63][C:62]([O:65][CH:66]([CH3:67])[CH3:68])=[CH:61][CH:60]=3)[C:57]=2[CH:56]=1, predict the reactants needed to synthesize it.